This data is from Forward reaction prediction with 1.9M reactions from USPTO patents (1976-2016). The task is: Predict the product of the given reaction. (1) Given the reactants [CH3:1][C:2]1[C:7]2[S:8][CH:9]=[CH:10][C:6]=2[CH:5]=[CH:4][CH:3]=1.C(OOC(=O)C1C=CC=CC=1)(=O)C1C=CC=CC=1.C1C(=O)N([Br:36])C(=O)C1, predict the reaction product. The product is: [Br:36][CH2:1][C:2]1[C:7]2[S:8][CH:9]=[CH:10][C:6]=2[CH:5]=[CH:4][CH:3]=1. (2) Given the reactants [CH3:1][O:2][C:3]([NH:5][C@@H:6]1[C:12](=[O:13])[N:11]2[C@H:14]([C:18]([O:20]C(C)(C)C)=[O:19])[CH2:15][CH2:16][CH2:17][N:10]2[C:9](=[O:25])[CH2:8][CH2:7]1)=[O:4].FC(F)(F)C(O)=O, predict the reaction product. The product is: [CH3:1][O:2][C:3]([NH:5][C@@H:6]1[C:12](=[O:13])[N:11]2[C@H:14]([C:18]([OH:20])=[O:19])[CH2:15][CH2:16][CH2:17][N:10]2[C:9](=[O:25])[CH2:8][CH2:7]1)=[O:4]. (3) Given the reactants [CH3:1][C:2]1[CH:3]=[C:4]([SH:8])[CH:5]=[CH:6][CH:7]=1.CN(C=O)C.[H-].[Na+].[Si:16]([O:23][C@@H:24]1[C@H:28]([CH2:29][O:30][Si:31]([C:34]([CH3:37])([CH3:36])[CH3:35])([CH3:33])[CH3:32])[CH2:27][C@@H:26]([O:38][C:39]2[N:47]=[CH:46][N:45]=[C:44]3[C:40]=2[N:41]=[C:42](I)[N:43]3C2CCCCO2)[CH2:25]1)([C:19]([CH3:22])([CH3:21])[CH3:20])([CH3:18])[CH3:17], predict the reaction product. The product is: [Si:16]([O:23][C@@H:24]1[C@H:28]([CH2:29][O:30][Si:31]([C:34]([CH3:35])([CH3:36])[CH3:37])([CH3:32])[CH3:33])[CH2:27][C@@H:26]([O:38][C:39]2[N:47]=[CH:46][N:45]=[C:44]3[C:40]=2[N:41]=[C:42]([S:8][C:4]2[CH:5]=[CH:6][CH:7]=[C:2]([CH3:1])[CH:3]=2)[NH:43]3)[CH2:25]1)([C:19]([CH3:20])([CH3:21])[CH3:22])([CH3:17])[CH3:18]. (4) Given the reactants [CH3:1][N:2]1[CH:6]=[C:5]([C:7]2[CH:12]=[CH:11][C:10]([C:13]3[C:22]4[C:17](=[CH:18][CH:19]=[C:20]([C:23]([OH:25])=O)[CH:21]=4)[CH:16]=[N:15][CH:14]=3)=[CH:9][CH:8]=2)[CH:4]=[N:3]1.CN(C(ON1N=NC2C=CC=NC1=2)=[N+](C)C)C.F[P-](F)(F)(F)(F)F.CCN(C(C)C)C(C)C.[F:59][C:60]1([F:65])[CH2:64][CH2:63][NH:62][CH2:61]1.[OH-].[Na+], predict the reaction product. The product is: [F:59][C:60]1([F:65])[CH2:64][CH2:63][N:62]([C:23]([C:20]2[CH:21]=[C:22]3[C:17](=[CH:18][CH:19]=2)[CH:16]=[N:15][CH:14]=[C:13]3[C:10]2[CH:9]=[CH:8][C:7]([C:5]3[CH:4]=[N:3][N:2]([CH3:1])[CH:6]=3)=[CH:12][CH:11]=2)=[O:25])[CH2:61]1. (5) Given the reactants C(OC([N:11]1[C:14]2([CH2:19][CH2:18][CH2:17][N:16]([C:20]3[C:21]4[CH:28]=[CH:27][NH:26][C:22]=4[N:23]=[CH:24][N:25]=3)[CH2:15]2)[CH2:13][CH2:12]1)=O)C1C=CC=CC=1, predict the reaction product. The product is: [NH:11]1[C:14]2([CH2:19][CH2:18][CH2:17][N:16]([C:20]3[C:21]4[CH:28]=[CH:27][NH:26][C:22]=4[N:23]=[CH:24][N:25]=3)[CH2:15]2)[CH2:13][CH2:12]1. (6) The product is: [C:21]([C:3]1[C:2]([F:1])=[CH:7][N:6]=[CH:5][C:4]=1[C:8]1[CH:9]=[C:10]2[C:15](=[N:16][CH:17]=1)[N:14]([C:18]([NH2:20])=[O:19])[CH2:13][CH2:12][CH2:11]2)(=[O:23])[CH3:22]. Given the reactants [F:1][C:2]1[C:3]([C@@H:21]([OH:23])[CH3:22])=[C:4]([C:8]2[CH:9]=[C:10]3[C:15](=[N:16][CH:17]=2)[N:14]([C:18]([NH2:20])=[O:19])[CH2:13][CH2:12][CH2:11]3)[CH:5]=[N:6][CH:7]=1.CC(OI1(OC(C)=O)(OC(C)=O)OC(=O)C2C=CC=CC1=2)=O, predict the reaction product. (7) Given the reactants [CH3:1][O:2][C:3]1[CH:8]=[CH:7][C:6]([N:9]([CH3:30])[C:10]2[C:22]3[C:21]4[C:16](=[CH:17][CH:18]=[CH:19][CH:20]=4)[NH:15][C:14]=3[N:13]=[C:12]([NH:23]C(=O)C(C)(C)C)[N:11]=2)=[CH:5][CH:4]=1.[OH-].[Na+].ClC1C2C3C(=CC=CC=3)NC=2N=C(NC(=O)C(C)(C)C)N=1.COC1C=C(C=CC=1)NC, predict the reaction product. The product is: [CH3:1][O:2][C:3]1[CH:4]=[CH:5][C:6]([N:9]([CH3:30])[C:10]2[C:22]3[C:21]4[C:16](=[CH:17][CH:18]=[CH:19][CH:20]=4)[NH:15][C:14]=3[N:13]=[C:12]([NH2:23])[N:11]=2)=[CH:7][CH:8]=1. (8) Given the reactants [OH:1][C:2]1[N:6]([C:7]2[CH:12]=[CH:11][CH:10]=[CH:9][CH:8]=2)[N:5]=[C:4]([CH3:13])[C:3]=1[C:14]([O:16][CH2:17][C:18]1[CH:23]=[CH:22][CH:21]=[CH:20][CH:19]=1)=[O:15].C[Al](C)C.[O:28]1[C:30]([CH3:32])([CH3:31])[CH2:29]1.O.O.O.O.O.O.O.O.O.O.S([O-])([O-])(=O)=O.[Na+].[Na+], predict the reaction product. The product is: [OH:28][C:30]([CH3:32])([CH3:31])[CH2:29][N:5]1[C:4]([CH3:13])=[C:3]([C:14]([O:16][CH2:17][C:18]2[CH:23]=[CH:22][CH:21]=[CH:20][CH:19]=2)=[O:15])[C:2](=[O:1])[N:6]1[C:7]1[CH:8]=[CH:9][CH:10]=[CH:11][CH:12]=1. (9) Given the reactants Br[C:2]1[CH:3]=[CH:4][C:5]([O:13][CH2:14][CH:15]([CH3:17])[CH3:16])=[C:6]([C:8]2[NH:12][N:11]=[CH:10][CH:9]=2)[CH:7]=1.[C:18]1(B(O)O)[CH:23]=[CH:22][CH:21]=[CH:20][CH:19]=1.C(=O)([O-])[O-].[Cs+].[Cs+].[C:33]1(C)C=CC=C[CH:34]=1, predict the reaction product. The product is: [CH2:14]([O:13][C:5]1[CH:4]=[CH:3][C:2](/[CH:33]=[CH:34]/[C:18]2[CH:23]=[CH:22][CH:21]=[CH:20][CH:19]=2)=[CH:7][C:6]=1[C:8]1[NH:12][N:11]=[CH:10][CH:9]=1)[CH:15]([CH3:17])[CH3:16].